This data is from Full USPTO retrosynthesis dataset with 1.9M reactions from patents (1976-2016). The task is: Predict the reactants needed to synthesize the given product. Given the product [CH3:25][N:22]1[CH2:21][CH2:20][N:19]([CH2:18][C:12]2([C:9]3[CH:8]=[CH:7][C:6]([OH:5])=[CH:11][CH:10]=3)[CH2:13][CH2:14][O:15][CH2:16][CH2:17]2)[CH2:24][CH2:23]1, predict the reactants needed to synthesize it. The reactants are: C[S-].[Na+].C[O:5][C:6]1[CH:11]=[CH:10][C:9]([C:12]2([CH2:18][N:19]3[CH2:24][CH2:23][N:22]([CH3:25])[CH2:21][CH2:20]3)[CH2:17][CH2:16][O:15][CH2:14][CH2:13]2)=[CH:8][CH:7]=1.[Cl-].[NH4+].